From a dataset of Full USPTO retrosynthesis dataset with 1.9M reactions from patents (1976-2016). Predict the reactants needed to synthesize the given product. (1) Given the product [CH3:19][CH:20]([CH3:36])[C:21]([NH:23][C:24]1[CH:29]=[CH:28][CH:27]=[C:26]([CH:30]2[CH2:35][CH2:34][N:33]([CH2:8][CH2:9][C:10]([C:12]3[CH:17]=[CH:16][C:15]([CH3:18])=[CH:14][CH:13]=3)=[O:11])[CH2:32][CH2:31]2)[CH:25]=1)=[O:22], predict the reactants needed to synthesize it. The reactants are: C([O-])([O-])=O.[K+].[K+].Cl[CH2:8][CH2:9][C:10]([C:12]1[CH:17]=[CH:16][C:15]([CH3:18])=[CH:14][CH:13]=1)=[O:11].[CH3:19][CH:20]([CH3:36])[C:21]([NH:23][C:24]1[CH:29]=[CH:28][CH:27]=[C:26]([CH:30]2[CH2:35][CH2:34][NH:33][CH2:32][CH2:31]2)[CH:25]=1)=[O:22]. (2) Given the product [F:1][C:2]1[CH:7]=[CH:6][C:5]([C:8]2[C:9]([CH2:10][CH2:11][N:12]3[CH2:17][CH2:16][O:15][CH2:14][CH2:13]3)=[CH:18][NH:23][N:22]=2)=[CH:4][CH:3]=1, predict the reactants needed to synthesize it. The reactants are: [F:1][C:2]1[CH:7]=[CH:6][C:5]([C:8](=O)[C:9](=[CH:18]O)[CH2:10][CH2:11][N:12]2[CH2:17][CH2:16][O:15][CH2:14][CH2:13]2)=[CH:4][CH:3]=1.O.[NH2:22][NH2:23].O. (3) Given the product [CH2:15]([O:14][C:2]1[CH:3]=[C:4]([CH2:12][CH3:13])[C:5]2[N:6]([C:8]([NH2:11])=[N:9][N:10]=2)[N:7]=1)[CH3:16], predict the reactants needed to synthesize it. The reactants are: Cl[C:2]1[CH:3]=[C:4]([CH2:12][CH3:13])[C:5]2[N:6]([C:8]([NH2:11])=[N:9][N:10]=2)[N:7]=1.[O-:14][CH2:15][CH3:16].[Na+].O.